Dataset: Peptide-MHC class II binding affinity with 134,281 pairs from IEDB. Task: Regression. Given a peptide amino acid sequence and an MHC pseudo amino acid sequence, predict their binding affinity value. This is MHC class II binding data. (1) The peptide sequence is RGIEYIQHNGVVQES. The MHC is HLA-DQA10501-DQB10201 with pseudo-sequence HLA-DQA10501-DQB10201. The binding affinity (normalized) is 0.485. (2) The peptide sequence is VAEFKSRFFVMGEET. The MHC is DRB1_0101 with pseudo-sequence DRB1_0101. The binding affinity (normalized) is 0.388. (3) The peptide sequence is QPSKGWNDWENVPFC. The MHC is DRB3_0101 with pseudo-sequence DRB3_0101. The binding affinity (normalized) is 0.406.